From a dataset of Reaction yield outcomes from USPTO patents with 853,638 reactions. Predict the reaction yield, written as a fraction of the theoretical maximum amount of product (1.0 means a 100% yield; for example, 0.34 means a 34% yield). (1) The reactants are Cl[C:2]1=[N:3][C:4]2[CH:27]=[CH:26][CH:25]=[CH:24][C:5]=2[O:6][C:7]2[CH:12]=[CH:11][C:10]([C:13]3[CH:23]=[CH:22][C:16]([C:17]([O:19][CH2:20][CH3:21])=[O:18])=[CH:15][CH:14]=3)=[CH:9][C:8]1=2.[NH:28]1[CH2:33][CH2:32][O:31][CH2:30][CH2:29]1. The catalyst is C1(C)C=CC=CC=1.C(OCC)(=O)C. The product is [O:31]1[CH2:32][CH2:33][N:28]([C:2]2=[N:3][C:4]3[CH:27]=[CH:26][CH:25]=[CH:24][C:5]=3[O:6][C:7]3[CH:12]=[CH:11][C:10]([C:13]4[CH:23]=[CH:22][C:16]([C:17]([O:19][CH2:20][CH3:21])=[O:18])=[CH:15][CH:14]=4)=[CH:9][C:8]2=3)[CH2:29][CH2:30]1. The yield is 0.690. (2) The reactants are C(O)(C(F)(F)F)=O.[NH2:8][CH2:9][CH2:10][CH2:11][C@:12]([C@@H:21]1[CH2:26][CH2:25][CH2:24][N:23]([C:27]([O:29][C:30]([CH3:33])([CH3:32])[CH3:31])=[O:28])[CH2:22]1)([C:14]1[CH:19]=[CH:18][CH:17]=[C:16]([Cl:20])[CH:15]=1)[OH:13].C(N(CC)CC)C.Cl[C:42]([O:44][CH3:45])=[O:43]. The catalyst is CN(C1C=CN=CC=1)C.C(Cl)Cl. The product is [CH3:45][O:44][C:42]([NH:8][CH2:9][CH2:10][CH2:11][C@:12]([C@@H:21]1[CH2:26][CH2:25][CH2:24][N:23]([C:27]([O:29][C:30]([CH3:33])([CH3:32])[CH3:31])=[O:28])[CH2:22]1)([C:14]1[CH:19]=[CH:18][CH:17]=[C:16]([Cl:20])[CH:15]=1)[OH:13])=[O:43]. The yield is 0.690.